This data is from Catalyst prediction with 721,799 reactions and 888 catalyst types from USPTO. The task is: Predict which catalyst facilitates the given reaction. (1) Reactant: [CH2:1]([O:3][C:4]([C:6]1[S:14][C:9]2=[CH:10][N:11]=[CH:12][CH:13]=[C:8]2[C:7]=1[OH:15])=[O:5])[CH3:2].CCN(C(C)C)C(C)C.[F:25][C:26]([F:41])([C:37]([F:40])([F:39])[F:38])[C:27]([F:36])([F:35])[C:28]([F:34])([F:33])[S:29](F)(=[O:31])=[O:30]. Product: [CH2:1]([O:3][C:4]([C:6]1[S:14][C:9]2=[CH:10][N:11]=[CH:12][CH:13]=[C:8]2[C:7]=1[O:15][S:29]([C:28]([F:33])([F:34])[C:27]([F:35])([F:36])[C:26]([F:25])([F:41])[C:37]([F:40])([F:39])[F:38])(=[O:31])=[O:30])=[O:5])[CH3:2]. The catalyst class is: 79. (2) Reactant: [Cl:1][C:2]1[CH:27]=[CH:26][C:5]([CH2:6][C@H:7]2[CH2:11][N:10]([CH2:12][C:13]3[C:22]4[C:17](=[CH:18][CH:19]=[CH:20][CH:21]=4)[CH:16]=[CH:15][CH:14]=3)[CH2:9][C@@H:8]2[C:23](O)=[O:24])=[CH:4][CH:3]=1.[NH2:28][C@:29]1([C:34]([NH:36][S:37]([C:40]2[CH:45]=[CH:44][CH:43]=[C:42]([O:46][CH2:47][C:48]3[CH:53]=[CH:52][CH:51]=[CH:50][CH:49]=3)[CH:41]=2)(=[O:39])=[O:38])=[O:35])[CH2:31][C@H:30]1[CH:32]=[CH2:33].CCN(C(C)C)C(C)C.CN(C(ON1N=NC2C=CC=CC1=2)=[N+](C)C)C.[B-](F)(F)(F)F. Product: [CH2:47]([O:46][C:42]1[CH:41]=[C:40]([S:37]([NH:36][C:34]([C@@:29]2([NH:28][C:23]([C@@H:8]3[C@@H:7]([CH2:6][C:5]4[CH:4]=[CH:3][C:2]([Cl:1])=[CH:27][CH:26]=4)[CH2:11][N:10]([CH2:12][C:13]4[C:22]5[C:17](=[CH:18][CH:19]=[CH:20][CH:21]=5)[CH:16]=[CH:15][CH:14]=4)[CH2:9]3)=[O:24])[CH2:31][C@H:30]2[CH:32]=[CH2:33])=[O:35])(=[O:38])=[O:39])[CH:45]=[CH:44][CH:43]=1)[C:48]1[CH:49]=[CH:50][CH:51]=[CH:52][CH:53]=1. The catalyst class is: 861.